Dataset: Full USPTO retrosynthesis dataset with 1.9M reactions from patents (1976-2016). Task: Predict the reactants needed to synthesize the given product. (1) Given the product [N:17]1[CH:22]=[CH:21][C:20]([C:23]([NH:2][CH:3]2[CH2:8][CH2:7][C:6]([CH3:9])=[CH:5][CH2:4]2)=[O:24])=[CH:19][CH:18]=1, predict the reactants needed to synthesize it. The reactants are: Cl.[NH2:2][CH:3]1[CH2:8][CH2:7][C:6]([CH3:9])=[CH:5][CH2:4]1.N1C=CC=CC=1.Cl.[N:17]1[CH:22]=[CH:21][C:20]([C:23](Cl)=[O:24])=[CH:19][CH:18]=1.O. (2) Given the product [F:21][C:2]([F:1])([F:20])[C:3]1[CH:8]=[CH:7][N:6]=[C:5]([CH2:9][C:10]([O:12][CH2:13][CH3:14])=[O:11])[CH:4]=1, predict the reactants needed to synthesize it. The reactants are: [F:1][C:2]([F:21])([F:20])[C:3]1[CH:8]=[CH:7][N:6]=[C:5]([CH:9](C(OCC)=O)[C:10]([O:12][CH2:13][CH3:14])=[O:11])[CH:4]=1.[Cl-].[Li+].O.